Dataset: Forward reaction prediction with 1.9M reactions from USPTO patents (1976-2016). Task: Predict the product of the given reaction. (1) Given the reactants [Cl:1][C:2]1[CH:7]=[C:6]([C:8]([N:10]2[CH2:14][CH:13]([C:15]3[CH:20]=[CH:19][C:18]([F:21])=[CH:17][CH:16]=3)[C:12]3([CH2:26][CH2:25][NH:24][CH2:23][CH2:22]3)[CH2:11]2)=[O:9])[CH:5]=[CH:4][N:3]=1.C(N(C(C)C)C(C)C)C.[Cl:36][C:37]1[CH:42]=[CH:41][C:40](/[CH:43]=[CH:44]/[CH2:45]Cl)=[CH:39][CH:38]=1, predict the reaction product. The product is: [Cl:36][C:37]1[CH:42]=[CH:41][C:40](/[CH:43]=[CH:44]/[CH2:45][N:24]2[CH2:25][CH2:26][C:12]3([CH2:11][N:10]([C:8]([C:6]4[CH:5]=[CH:4][N:3]=[C:2]([Cl:1])[CH:7]=4)=[O:9])[CH2:14][CH:13]3[C:15]3[CH:20]=[CH:19][C:18]([F:21])=[CH:17][CH:16]=3)[CH2:22][CH2:23]2)=[CH:39][CH:38]=1. (2) Given the reactants ClC1C=CC(C2C=CC(CO)=CC=2)=CC=1C(F)(F)F.C[O:21][C:22](=[O:51])[CH2:23][O:24][C:25]1[CH:30]=[CH:29][C:28]([S:31][CH2:32][C:33]2[CH:38]=[CH:37][C:36]([C:39]3[CH:44]=[CH:43][C:42]([Cl:45])=[C:41]([C:46]([F:49])([F:48])[F:47])[CH:40]=3)=[CH:35][CH:34]=2)=[CH:27][C:26]=1[CH3:50], predict the reaction product. The product is: [Cl:45][C:42]1[CH:43]=[CH:44][C:39]([C:36]2[CH:37]=[CH:38][C:33]([CH2:32][S:31][C:28]3[CH:29]=[CH:30][C:25]([O:24][CH2:23][C:22]([OH:51])=[O:21])=[C:26]([CH3:50])[CH:27]=3)=[CH:34][CH:35]=2)=[CH:40][C:41]=1[C:46]([F:49])([F:47])[F:48]. (3) Given the reactants [S:1]([C:14]1[C:15]([NH2:24])=[CH:16][C:17]([Cl:23])=[C:18]([N:20]([CH3:22])[CH3:21])[CH:19]=1)[S:1][C:14]1[C:15]([NH2:24])=[CH:16][C:17]([Cl:23])=[C:18]([N:20]([CH3:21])[CH3:22])[CH:19]=1.[CH3:25][C:26]1([CH3:34])[NH:31][C:30](=[O:32])[CH2:29][C:28](=O)[CH2:27]1, predict the reaction product. The product is: [Cl:23][C:17]1[C:18]([N:20]([CH3:21])[CH3:22])=[CH:19][C:14]2[S:1][C:29]3[C:30](=[O:32])[NH:31][C:26]([CH3:34])([CH3:25])[CH2:27][C:28]=3[NH:24][C:15]=2[CH:16]=1.